Dataset: TCR-epitope binding with 47,182 pairs between 192 epitopes and 23,139 TCRs. Task: Binary Classification. Given a T-cell receptor sequence (or CDR3 region) and an epitope sequence, predict whether binding occurs between them. (1) The epitope is HLVDFQVTI. The TCR CDR3 sequence is CASSQGTAEAFF. Result: 1 (the TCR binds to the epitope). (2) The epitope is TLIGDCATV. The TCR CDR3 sequence is CATTQVGTGEFEQFF. Result: 1 (the TCR binds to the epitope). (3) Result: 0 (the TCR does not bind to the epitope). The epitope is TPQDLNTML. The TCR CDR3 sequence is CASSQDPEKLFF.